This data is from Forward reaction prediction with 1.9M reactions from USPTO patents (1976-2016). The task is: Predict the product of the given reaction. (1) Given the reactants [CH3:1][C:2]1[CH:3]=[N:4][CH:5]=[C:6]([CH3:18])[C:7]=1[CH2:8][S:9][C:10]1[N:15]=[C:14]([OH:16])[CH:13]=[C:12]([CH3:17])[N:11]=1.[ClH:19].O1CCOCC1, predict the reaction product. The product is: [ClH:19].[CH3:1][C:2]1[CH:3]=[N:4][CH:5]=[C:6]([CH3:18])[C:7]=1[CH2:8][S:9][C:10]1[N:15]=[C:14]([OH:16])[CH:13]=[C:12]([CH3:17])[N:11]=1. (2) Given the reactants [Cl:1][C:2]1[C:10]2[N:6]([C:7]([CH2:14][CH2:15][O:16][CH3:17])=[CH:8][C:9]=2[C:11]([OH:13])=O)[CH:5]=[CH:4][CH:3]=1.[Cl:18][C:19]1[C:26]([C:27]([F:30])([F:29])[F:28])=[CH:25][CH:24]=[CH:23][C:20]=1[CH2:21][NH2:22].Cl.CN(C)CCCN=C=NCC.N1(O)C2C=CC=CC=2N=N1.C(N(C(C)C)C(C)C)C, predict the reaction product. The product is: [Cl:1][C:2]1[C:10]2[N:6]([C:7]([CH2:14][CH2:15][O:16][CH3:17])=[CH:8][C:9]=2[C:11]([NH:22][CH2:21][C:20]2[CH:23]=[CH:24][CH:25]=[C:26]([C:27]([F:28])([F:29])[F:30])[C:19]=2[Cl:18])=[O:13])[CH:5]=[CH:4][CH:3]=1. (3) Given the reactants Br[C:2]1[CH:10]=[CH:9][CH:8]=[C:7]2[C:3]=1[C:4]1([C:16]3=[CH:17][C:18]4[O:19][CH2:20][CH2:21][O:22][C:23]=4[CH:24]=[C:15]3[O:14][CH2:13]1)[C:5](=[O:12])[N:6]2[CH3:11].[CH3:25][O:26][C:27]1[CH:32]=[CH:31][C:30]([OH:33])=[CH:29][CH:28]=1.CC(C)([O-])C.[K+].CN1CCCC1=O, predict the reaction product. The product is: [CH3:25][O:26][C:27]1[CH:32]=[CH:31][C:30]([O:33][C:2]2[CH:10]=[CH:9][CH:8]=[C:7]3[C:3]=2[C:4]2([C:16]4[C:15](=[CH:24][C:23]5[O:22][CH2:21][CH2:20][O:19][C:18]=5[CH:17]=4)[O:14][CH2:13]2)[C:5](=[O:12])[N:6]3[CH3:11])=[CH:29][CH:28]=1. (4) Given the reactants [C:1]([O:5][C:6](=[O:25])[NH:7][C:8]1[CH:13]=[C:12]([O:14][CH2:15][C:16]([F:19])([F:18])[F:17])[C:11]([C:20]([F:23])([F:22])[F:21])=[CH:10][C:9]=1[NH2:24])([CH3:4])([CH3:3])[CH3:2].C([O:30][C:31](=O)[CH2:32][C:33]([C:35]1[CH:40]=[CH:39][CH:38]=[C:37]([C:41]2[CH:42]=[N:43][C:44]([CH2:47][CH3:48])=[CH:45][CH:46]=2)[CH:36]=1)=[O:34])(C)(C)C, predict the reaction product. The product is: [C:1]([O:5][C:6](=[O:25])[NH:7][C:8]1[CH:13]=[C:12]([O:14][CH2:15][C:16]([F:18])([F:17])[F:19])[C:11]([C:20]([F:22])([F:23])[F:21])=[CH:10][C:9]=1[NH:24][C:31](=[O:30])[CH2:32][C:33]([C:35]1[CH:40]=[CH:39][CH:38]=[C:37]([C:41]2[CH:42]=[N:43][C:44]([CH2:47][CH3:48])=[CH:45][CH:46]=2)[CH:36]=1)=[O:34])([CH3:4])([CH3:2])[CH3:3]. (5) Given the reactants [CH3:1][O:2][C:3]1[CH:4]=[C:5]2[C:10](=[CH:11][C:12]=1[O:13][CH3:14])[N:9]=[CH:8][N:7]=[C:6]2[O:15][C:16]1[CH:22]=[CH:21][C:19]([NH2:20])=[CH:18][CH:17]=1.C(N(CC)CC)C.[C:30](Cl)(Cl)=[S:31].[CH:34]([N:37]([CH:41]([CH3:43])[CH3:42])[CH2:38][CH2:39][NH2:40])([CH3:36])[CH3:35], predict the reaction product. The product is: [CH3:1][O:2][C:3]1[CH:4]=[C:5]2[C:10](=[CH:11][C:12]=1[O:13][CH3:14])[N:9]=[CH:8][N:7]=[C:6]2[O:15][C:16]1[CH:22]=[CH:21][C:19]([NH:20][C:30]([NH:40][CH2:39][CH2:38][N:37]([CH:41]([CH3:43])[CH3:42])[CH:34]([CH3:36])[CH3:35])=[S:31])=[CH:18][CH:17]=1. (6) The product is: [C:19]([N:18]([CH3:17])[C:14]([C:10]1[CH:9]=[C:8]([C:4]2[CH:5]=[CH:6][CH:7]=[C:2]([Cl:1])[CH:3]=2)[CH:13]=[CH:12][N:11]=1)=[O:16])([CH3:22])([CH3:21])[CH3:20]. Given the reactants [Cl:1][C:2]1[CH:3]=[C:4]([C:8]2[CH:13]=[CH:12][N:11]=[C:10]([C:14]([OH:16])=O)[CH:9]=2)[CH:5]=[CH:6][CH:7]=1.[CH3:17][NH:18][C:19]([CH3:22])([CH3:21])[CH3:20], predict the reaction product. (7) Given the reactants [Br:1][C:2]1[CH:3]=[CH:4][C:5]([OH:10])=[C:6]([CH:9]=1)[CH:7]=O.[Br:11][C:12]1[CH:17]=[CH:16][C:15]([C:18]2([OH:24])[CH2:23][CH2:22][NH:21][CH2:20][CH2:19]2)=[CH:14][CH:13]=1.CC(O)=O.[BH-](OC(C)=O)(OC(C)=O)OC(C)=O.[Na+], predict the reaction product. The product is: [Br:1][C:2]1[CH:3]=[CH:4][C:5]([OH:10])=[C:6]([CH2:7][N:21]2[CH2:20][CH2:19][C:18]([C:15]3[CH:16]=[CH:17][C:12]([Br:11])=[CH:13][CH:14]=3)([OH:24])[CH2:23][CH2:22]2)[CH:9]=1.